From a dataset of Full USPTO retrosynthesis dataset with 1.9M reactions from patents (1976-2016). Predict the reactants needed to synthesize the given product. (1) Given the product [CH3:1][NH:2][C:3](=[O:13])[O:4][CH2:5][C:6]1[CH:11]=[CH:10][CH:9]=[C:8]([NH:14][C:15]2[S:16][C:17]([C:23]3[C:24]([F:34])=[CH:25][C:26]([C:30]([OH:33])([CH3:31])[CH3:32])=[CH:27][C:28]=3[F:29])=[CH:18][C:19]=2[C:20]([NH2:22])=[O:21])[N:7]=1, predict the reactants needed to synthesize it. The reactants are: [CH3:1][NH:2][C:3](=[O:13])[O:4][CH2:5][C:6]1[CH:11]=[CH:10][CH:9]=[C:8](Br)[N:7]=1.[NH2:14][C:15]1[S:16][C:17]([C:23]2[C:28]([F:29])=[CH:27][C:26]([C:30]([OH:33])([CH3:32])[CH3:31])=[CH:25][C:24]=2[F:34])=[CH:18][C:19]=1[C:20]([NH2:22])=[O:21]. (2) The reactants are: [C:1]([O:4][C:5]([C:9](=[O:19])[CH2:10][C:11](=[O:18])[C:12]1[CH:17]=[CH:16][CH:15]=[CH:14][CH:13]=1)=[CH:6]OC)(=[O:3])[CH3:2]. Given the product [C:1]([O:4][C:5]1[C:9](=[O:19])[CH:10]=[C:11]([C:12]2[CH:17]=[CH:16][CH:15]=[CH:14][CH:13]=2)[O:18][CH:6]=1)(=[O:3])[CH3:2], predict the reactants needed to synthesize it. (3) Given the product [N:25]1[CH:26]=[CH:27][CH:28]=[C:29]([C:30]([NH2:37])=[O:32])[CH:24]=1, predict the reactants needed to synthesize it. The reactants are: O=C1C2(C3C(=CC4OCCOC=4C=3)OC2)C2C(=CC=CC=2)N1C[C:24]1[C:29]([C:30]([OH:32])=O)=[CH:28][CH:27]=[CH:26][N:25]=1.Cl.CN.O[N:37]1C2C=CC=CC=2N=N1.CN1CCOCC1. (4) The reactants are: [C:1]1([C:7]2[CH:16]=[N:15][C:14]3[C:9](=[CH:10][CH:11]=[CH:12][CH:13]=3)[N:8]=2)[CH:6]=[CH:5][CH:4]=[CH:3][CH:2]=1. Given the product [C:1]1([C@@H:7]2[CH2:16][NH:15][C:14]3[C:9](=[CH:10][CH:11]=[CH:12][CH:13]=3)[NH:8]2)[CH:2]=[CH:3][CH:4]=[CH:5][CH:6]=1, predict the reactants needed to synthesize it. (5) Given the product [F:8][C:4]1[N:3]=[C:2]([O:27][C:24]2[CH:25]=[C:26]3[C:21](=[CH:22][CH:23]=2)[N:20]=[CH:19][N:18]=[C:17]3[NH:9][C:10]2[CH:14]=[CH:13][N:12]([CH3:15])[N:11]=2)[CH:7]=[CH:6][CH:5]=1, predict the reactants needed to synthesize it. The reactants are: F[C:2]1[CH:7]=[CH:6][CH:5]=[C:4]([F:8])[N:3]=1.[NH2:9][C:10]1[CH:14]=[CH:13][N:12]([CH3:15])[N:11]=1.Cl[C:17]1[C:26]2[C:21](=[CH:22][CH:23]=[C:24]([OH:27])[CH:25]=2)[N:20]=[CH:19][N:18]=1.